The task is: Predict the reaction yield, written as a fraction of the theoretical maximum amount of product (1.0 means a 100% yield; for example, 0.34 means a 34% yield).. This data is from Reaction yield outcomes from USPTO patents with 853,638 reactions. (1) The reactants are [C:1]1([CH2:7][N:8]2[CH2:13][CH2:12][N:11]([CH2:14][C:15]3[CH:20]=[CH:19][CH:18]=[CH:17][CH:16]=3)[CH2:10][CH:9]2[CH2:21][OH:22])[CH:6]=[CH:5][CH:4]=[CH:3][CH:2]=1.C(N(CC)CC)C.Cl[Si:31]([C:34]([CH3:37])([CH3:36])[CH3:35])([CH3:33])[CH3:32]. The catalyst is C(Cl)Cl.CN(C1C=CN=CC=1)C. The product is [CH3:35][C:34]([Si:31]([CH3:33])([CH3:32])[O:22][CH2:21][CH:9]1[CH2:10][N:11]([CH2:14][C:15]2[CH:20]=[CH:19][CH:18]=[CH:17][CH:16]=2)[CH2:12][CH2:13][N:8]1[CH2:7][C:1]1[CH:2]=[CH:3][CH:4]=[CH:5][CH:6]=1)([CH3:37])[CH3:36]. The yield is 0.980. (2) The reactants are [F:1][C:2]1[CH:7]=[C:6]([N+:8]([O-])=O)[CH:5]=[CH:4][C:3]=1[CH2:11][O:12][CH2:13][CH2:14][O:15][CH3:16]. The catalyst is C1COCC1.[Pd]. The product is [F:1][C:2]1[CH:7]=[C:6]([CH:5]=[CH:4][C:3]=1[CH2:11][O:12][CH2:13][CH2:14][O:15][CH3:16])[NH2:8]. The yield is 0.720. (3) The reactants are [C:1]([NH:9][C@@H:10]([C:16]1[CH:21]=[CH:20][CH:19]=[CH:18][CH:17]=1)[C@H:11]([C:13]([OH:15])=[O:14])[OH:12])(=[O:8])[C:2]1[CH:7]=[CH:6][CH:5]=[CH:4][CH:3]=1.[N+](=[CH2:24])=[N-]. The catalyst is O1CCCC1.C(OCC)C. The product is [CH3:24][O:14][C:13](=[O:15])[C@H:11]([OH:12])[C@H:10]([C:16]1[CH:21]=[CH:20][CH:19]=[CH:18][CH:17]=1)[NH:9][C:1](=[O:8])[C:2]1[CH:3]=[CH:4][CH:5]=[CH:6][CH:7]=1. The yield is 0.900. (4) The reactants are [Cl:1][C:2]1[CH:7]=[CH:6][C:5]([CH2:8]Cl)=[CH:4][N:3]=1.[OH-].[K+].[CH:12]1([SH:17])[CH2:16][CH2:15][CH2:14][CH2:13]1. The catalyst is CO. The product is [Cl:1][C:2]1[CH:7]=[CH:6][C:5]([CH2:8][S:17][CH:12]2[CH2:16][CH2:15][CH2:14][CH2:13]2)=[CH:4][N:3]=1. The yield is 0.820. (5) The reactants are [CH3:1][O:2][C:3]1[CH:12]=[CH:11][C:6]2[C:7](=[O:10])[CH2:8][O:9][C:5]=2[C:4]=1[C:13]#[C:14][C:15]([N:18]1[CH2:23][CH2:22][N:21]([C:24]([O:26][C:27]([CH3:30])([CH3:29])[CH3:28])=[O:25])[CH2:20][CH2:19]1)([CH3:17])[CH3:16].[NH:31]1[C:39]2[C:34](=[CH:35][CH:36]=[CH:37][CH:38]=2)[C:33]([CH:40]=O)=[N:32]1.N1CCCCC1. The catalyst is CO. The product is [NH:31]1[C:39]2[C:34](=[CH:35][CH:36]=[CH:37][CH:38]=2)[C:33](/[CH:40]=[C:8]2\[O:9][C:5]3[C:4]([C:13]#[C:14][C:15]([N:18]4[CH2:19][CH2:20][N:21]([C:24]([O:26][C:27]([CH3:30])([CH3:29])[CH3:28])=[O:25])[CH2:22][CH2:23]4)([CH3:17])[CH3:16])=[C:3]([O:2][CH3:1])[CH:12]=[CH:11][C:6]=3[C:7]\2=[O:10])=[N:32]1. The yield is 0.910.